This data is from Forward reaction prediction with 1.9M reactions from USPTO patents (1976-2016). The task is: Predict the product of the given reaction. (1) Given the reactants [CH:1]([C:4]1[N:5]=[C:6]([CH2:9][CH2:10][C:11]2[CH:28]=[CH:27][N:14]3[C:15](=[O:26])[C:16](/[CH:19]=[CH:20]/[C:21]([O:23]CC)=[O:22])=[CH:17][N:18]=[C:13]3[CH:12]=2)[S:7][CH:8]=1)([CH3:3])[CH3:2].[OH-].[Li+], predict the reaction product. The product is: [CH:1]([C:4]1[N:5]=[C:6]([CH2:9][CH2:10][C:11]2[CH:28]=[CH:27][N:14]3[C:15](=[O:26])[C:16](/[CH:19]=[CH:20]/[C:21]([OH:23])=[O:22])=[CH:17][N:18]=[C:13]3[CH:12]=2)[S:7][CH:8]=1)([CH3:3])[CH3:2]. (2) Given the reactants [CH3:1][O:2][C:3]1[CH:19]=[CH:18][C:6]([CH2:7][N:8]([CH3:17])[CH:9]2[CH2:14][CH2:13][NH:12][CH2:11][C:10]2([CH3:16])[CH3:15])=[CH:5][CH:4]=1.Cl.Br[C:22]1[CH:27]=[CH:26][N:25]=[CH:24][CH:23]=1.CCN(C(C)C)C(C)C, predict the reaction product. The product is: [CH3:1][O:2][C:3]1[CH:4]=[CH:5][C:6]([CH2:7][N:8]([CH3:17])[CH:9]2[CH2:14][CH2:13][N:12]([C:22]3[CH:27]=[CH:26][N:25]=[CH:24][CH:23]=3)[CH2:11][C:10]2([CH3:16])[CH3:15])=[CH:18][CH:19]=1. (3) Given the reactants [CH3:1][C:2]([O:39]C(=O)C)([CH3:38])[C:3]([N:5]1[CH2:8][CH:7]([CH2:9][C:10]2[N:11]([CH3:37])[C:12]3[C:17]([N:18]=2)=[C:16]([N:19]2[CH2:24][CH2:23][O:22][CH2:21][CH2:20]2)[N:15]=[C:14]([N:25]2[C:29]4[CH:30]=[CH:31][CH:32]=[CH:33][C:28]=4[N:27]=[C:26]2[CH:34]([CH3:36])[CH3:35])[N:13]=3)[CH2:6]1)=[O:4].[Li+].[OH-], predict the reaction product. The product is: [OH:39][C:2]([CH3:38])([CH3:1])[C:3]([N:5]1[CH2:8][CH:7]([CH2:9][C:10]2[N:11]([CH3:37])[C:12]3[C:17]([N:18]=2)=[C:16]([N:19]2[CH2:24][CH2:23][O:22][CH2:21][CH2:20]2)[N:15]=[C:14]([N:25]2[C:29]4[CH:30]=[CH:31][CH:32]=[CH:33][C:28]=4[N:27]=[C:26]2[CH:34]([CH3:35])[CH3:36])[N:13]=3)[CH2:6]1)=[O:4]. (4) The product is: [Br:1][C:2]1[CH:10]=[CH:9][C:5]([CH2:6][OH:7])=[C:4]([OH:11])[CH:3]=1. Given the reactants [Br:1][C:2]1[CH:10]=[CH:9][C:5]([C:6](O)=[O:7])=[C:4]([OH:11])[CH:3]=1.CSC, predict the reaction product. (5) Given the reactants Cl[C:2]1[N:12]=[CH:11][C:10]([F:13])=[CH:9][C:3]=1[C:4]([O:6][CH2:7][CH3:8])=[O:5].[CH2:14]([S:16][C:17]1[CH:18]=[C:19]([OH:23])[CH:20]=[CH:21][CH:22]=1)[CH3:15].C(=O)([O-])[O-].[Cs+].[Cs+], predict the reaction product. The product is: [CH2:7]([O:6][C:4](=[O:5])[C:3]1[CH:9]=[C:10]([F:13])[CH:11]=[N:12][C:2]=1[O:23][C:19]1[CH:20]=[CH:21][CH:22]=[C:17]([S:16][CH2:14][CH3:15])[CH:18]=1)[CH3:8].